This data is from Reaction yield outcomes from USPTO patents with 853,638 reactions. The task is: Predict the reaction yield, written as a fraction of the theoretical maximum amount of product (1.0 means a 100% yield; for example, 0.34 means a 34% yield). (1) The reactants are N1CCCC1.[CH3:6][C:7]1[CH:22]=[CH:21][CH:20]=[CH:19][C:8]=1[CH2:9][S:10][C:11]1[CH:18]=[CH:17][C:14]([CH:15]=O)=[CH:13][CH:12]=1.[CH3:23][C:24]1([CH3:32])[O:31][C:29](=[O:30])[CH2:28][C:26](=[O:27])[O:25]1.C1(C)C=CC(S(O)(=O)=O)=CC=1. The catalyst is C(OCC)C. The product is [CH3:23][C:24]1([CH3:32])[O:31][C:29](=[O:30])[C:28](=[CH:15][C:14]2[CH:17]=[CH:18][C:11]([S:10][CH2:9][C:8]3[CH:19]=[CH:20][CH:21]=[CH:22][C:7]=3[CH3:6])=[CH:12][CH:13]=2)[C:26](=[O:27])[O:25]1. The yield is 0.540. (2) The reactants are Cl[C:2]1[C:11]2[C:6](=[CH:7][C:8]([O:12][CH3:13])=[CH:9][CH:10]=2)[N:5]=[CH:4][CH:3]=1.[C:14]1([SH:20])[CH:19]=[CH:18][CH:17]=[CH:16][CH:15]=1.C(=O)([O-])[O-].[Cs+].[Cs+]. The catalyst is CS(C)=O. The product is [CH3:13][O:12][C:8]1[CH:7]=[C:6]2[C:11]([C:2]([S:20][C:14]3[CH:19]=[CH:18][CH:17]=[CH:16][CH:15]=3)=[CH:3][CH:4]=[N:5]2)=[CH:10][CH:9]=1. The yield is 0.956. (3) The reactants are [Br:1][C:2]1[CH:9]=[C:8]([O:10][CH:11]2[CH2:16][CH2:15][CH2:14][CH2:13][O:12]2)[CH:7]=[C:6]([OH:17])[C:3]=1[CH:4]=[O:5].[C:18](=O)([O-])[O-].[K+].[K+].IC. The catalyst is C1COCC1. The product is [Br:1][C:2]1[CH:9]=[C:8]([O:10][CH:11]2[CH2:16][CH2:15][CH2:14][CH2:13][O:12]2)[CH:7]=[C:6]([O:17][CH3:18])[C:3]=1[CH:4]=[O:5]. The yield is 0.958. (4) The reactants are [H-].[Na+].C1COCC1.[F:8][C:9]([F:13])([F:12])[CH2:10][OH:11].Cl[C:15]1[N:43]=[C:42]([Cl:44])[CH:41]=[CH:40][C:16]=1[C:17]([NH:19][CH2:20][CH2:21][NH:22][C:23]([C:25]1[C:26]([C:36]([F:39])([F:38])[F:37])=[N:27][N:28]([C:30]2[CH:35]=[CH:34][CH:33]=[CH:32][CH:31]=2)[CH:29]=1)=[O:24])=[O:18]. The catalyst is CN(C=O)C.O. The product is [Cl:44][C:42]1[CH:41]=[CH:40][C:16]([C:17]([NH:19][CH2:20][CH2:21][NH:22][C:23]([C:25]2[C:26]([C:36]([F:39])([F:37])[F:38])=[N:27][N:28]([C:30]3[CH:35]=[CH:34][CH:33]=[CH:32][CH:31]=3)[CH:29]=2)=[O:24])=[O:18])=[C:15]([O:11][CH2:10][C:9]([F:13])([F:12])[F:8])[N:43]=1. The yield is 0.690. (5) The reactants are Br[C:2]1[S:6][C:5]([NH:7][C:8]([NH:10][C:11]2[C:16]([Cl:17])=[CH:15][CH:14]=[CH:13][C:12]=2[Cl:18])=[O:9])=[C:4]([C:19]([O:21][C:22]([CH3:25])([CH3:24])[CH3:23])=[O:20])[CH:3]=1.[F:26][C:27]1[CH:32]=[CH:31][C:30](B(O)O)=[CH:29][CH:28]=1.C([O-])([O-])=O.[Na+].[Na+]. The catalyst is COCCOC.Cl[Pd](Cl)([P](C1C=CC=CC=1)(C1C=CC=CC=1)C1C=CC=CC=1)[P](C1C=CC=CC=1)(C1C=CC=CC=1)C1C=CC=CC=1. The product is [Cl:18][C:12]1[CH:13]=[CH:14][CH:15]=[C:16]([Cl:17])[C:11]=1[NH:10][C:8]([NH:7][C:5]1[S:6][C:2]([C:30]2[CH:31]=[CH:32][C:27]([F:26])=[CH:28][CH:29]=2)=[CH:3][C:4]=1[C:19]([O:21][C:22]([CH3:25])([CH3:24])[CH3:23])=[O:20])=[O:9]. The yield is 0.560. (6) The reactants are Cl[C:2]1[C:7]([C:8]([O:10][CH2:11][CH3:12])=[O:9])=[CH:6][N:5]=[C:4]([S:13][CH3:14])[N:3]=1.[CH3:15][O:16][C:17]1[CH:24]=[CH:23][C:20]([NH:21][CH3:22])=[CH:19][CH:18]=1.Cl.C([O-])([O-])=O.[Na+].[Na+]. The catalyst is C(O)(C)C.O.ClCCl. The product is [CH3:15][O:16][C:17]1[CH:24]=[CH:23][C:20]([N:21]([CH3:22])[C:2]2[C:7]([C:8]([O:10][CH2:11][CH3:12])=[O:9])=[CH:6][N:5]=[C:4]([S:13][CH3:14])[N:3]=2)=[CH:19][CH:18]=1. The yield is 0.750.